From a dataset of Full USPTO retrosynthesis dataset with 1.9M reactions from patents (1976-2016). Predict the reactants needed to synthesize the given product. Given the product [CH3:1][C:2]1[CH:3]=[CH:4][C:5]([C:8]2[CH2:13][CH2:12][CH2:11][CH2:10][C:9]=2[C:14]([NH:17][C:18]2[CH:23]=[CH:22][C:21]([N:24]3[CH2:29][CH2:28][N:27]([C:30]([O:32][C:33]([CH3:36])([CH3:35])[CH3:34])=[O:31])[CH2:26][CH2:25]3)=[CH:20][CH:19]=2)=[O:16])=[CH:6][CH:7]=1, predict the reactants needed to synthesize it. The reactants are: [CH3:1][C:2]1[CH:7]=[CH:6][C:5]([C:8]2[CH2:13][CH2:12][CH2:11][CH2:10][C:9]=2[C:14]([OH:16])=O)=[CH:4][CH:3]=1.[NH2:17][C:18]1[CH:23]=[CH:22][C:21]([N:24]2[CH2:29][CH2:28][N:27]([C:30]([O:32][C:33]([CH3:36])([CH3:35])[CH3:34])=[O:31])[CH2:26][CH2:25]2)=[CH:20][CH:19]=1.O.ON1C2C=CC=CC=2N=N1.CN(C)CCCN=C=NCC.